This data is from Reaction yield outcomes from USPTO patents with 853,638 reactions. The task is: Predict the reaction yield, written as a fraction of the theoretical maximum amount of product (1.0 means a 100% yield; for example, 0.34 means a 34% yield). (1) The reactants are [NH2:1][C@H:2]1[CH2:7][CH2:6][N:5]([C:8]2[CH:9]=[C:10]([CH:18]=[CH:19][CH:20]=2)[C:11]([O:13][C:14]([CH3:17])([CH3:16])[CH3:15])=[O:12])[CH2:4][C@H:3]1[O:21][CH2:22][CH3:23].[CH2:24]([C:26]1[NH:30][C:29]([C:31](O)=[O:32])=[N:28][C:27]=1[C:34]([F:37])([F:36])[F:35])[CH3:25].CCN=C=NCCCN(C)C.Cl.C1C=CC2N(O)N=NC=2C=1. No catalyst specified. The product is [CH2:24]([C:26]1[NH:30][C:29]([C:31]([NH:1][C@H:2]2[CH2:7][CH2:6][N:5]([C:8]3[CH:9]=[C:10]([CH:18]=[CH:19][CH:20]=3)[C:11]([O:13][C:14]([CH3:16])([CH3:17])[CH3:15])=[O:12])[CH2:4][C@H:3]2[O:21][CH2:22][CH3:23])=[O:32])=[N:28][C:27]=1[C:34]([F:36])([F:37])[F:35])[CH3:25]. The yield is 0.830. (2) The reactants are [N:1]1([C:9]([O:11][C:12]([CH3:15])([CH3:14])[CH3:13])=[O:10])[CH2:5][CH2:4][C@H:3]2[CH2:6][NH:7][CH2:8][C@@H:2]12.Br[C:17]1[CH:18]=[C:19]([CH3:24])[C:20]([Cl:23])=[N:21][CH:22]=1. No catalyst specified. The product is [Cl:23][C:20]1[N:21]=[CH:22][C:17]([N:7]2[CH2:6][C@H:3]3[C@H:2]([N:1]([C:9]([O:11][C:12]([CH3:15])([CH3:14])[CH3:13])=[O:10])[CH2:5][CH2:4]3)[CH2:8]2)=[CH:18][C:19]=1[CH3:24]. The yield is 0.410.